From a dataset of Catalyst prediction with 721,799 reactions and 888 catalyst types from USPTO. Predict which catalyst facilitates the given reaction. (1) Reactant: [NH2:1][CH2:2][CH2:3][C:4]1[CH:9]=[CH:8][C:7]([OH:10])=[CH:6][CH:5]=1.[Cl:11][C:12]1[CH:17]=[C:16]([Cl:18])[CH:15]=[CH:14][C:13]=1[C:19]1[CH:20]=[C:21]([C:24](Cl)=[O:25])[NH:22][N:23]=1. Product: [OH:10][C:7]1[CH:8]=[CH:9][C:4]([CH2:3][CH2:2][NH:1][C:24]([C:21]2[NH:22][N:23]=[C:19]([C:13]3[CH:14]=[CH:15][C:16]([Cl:18])=[CH:17][C:12]=3[Cl:11])[CH:20]=2)=[O:25])=[CH:5][CH:6]=1. The catalyst class is: 17. (2) Reactant: [Br:1][C:2]1[CH:3]=[C:4]([C:8]([NH:12][C:13](=[O:16])[CH2:14]Cl)([CH3:11])[CH2:9][OH:10])[CH:5]=[CH:6][CH:7]=1.CC(C)([O-])C.[K+]. Product: [Br:1][C:2]1[CH:3]=[C:4]([C:8]2([CH3:11])[NH:12][C:13](=[O:16])[CH2:14][O:10][CH2:9]2)[CH:5]=[CH:6][CH:7]=1. The catalyst class is: 107. (3) Reactant: [CH:1]([C:4]1[CH:5]=[CH:6][C:7]([O:26][CH3:27])=[C:8]([C:10]2[CH:15]=[CH:14][C:13]([C:16]([F:19])([F:18])[F:17])=[CH:12][C:11]=2[CH2:20][NH:21][C:22](=[O:25])[O:23][CH3:24])[CH:9]=1)([CH3:3])[CH3:2].[F:28][C:29]([F:39])([F:38])[C:30]1[CH:31]=[C:32]([CH:35]=[CH:36][CH:37]=1)[CH2:33]Br.C[Si]([N-][Si](C)(C)C)(C)C.[K+].O. Product: [CH3:24][O:23][C:22](=[O:25])[N:21]([CH2:20][C:11]1[CH:12]=[C:13]([C:16]([F:19])([F:18])[F:17])[CH:14]=[CH:15][C:10]=1[C:8]1[CH:9]=[C:4]([CH:1]([CH3:3])[CH3:2])[CH:5]=[CH:6][C:7]=1[O:26][CH3:27])[CH2:33][C:32]1[CH:35]=[CH:36][CH:37]=[C:30]([C:29]([F:28])([F:38])[F:39])[CH:31]=1. The catalyst class is: 182. (4) Reactant: [OH:1][C:2]1[C:11]2[C:6](=[CH:7][CH:8]=[CH:9][CH:10]=2)[C@:5]([CH3:17])([CH2:12][CH2:13][CH:14]([CH3:16])[CH3:15])[C:4](=[O:18])[C:3]=1[C:19]1[NH:24][C:23]2[CH:25]=[CH:26][C:27]([NH:29]C(=O)OC(C)(C)C)=[CH:28][C:22]=2[S:21](=[O:38])(=[O:37])[N:20]=1.[ClH:39]. The catalyst class is: 12. Product: [ClH:39].[NH2:29][C:27]1[CH:26]=[CH:25][C:23]2[NH:24][C:19]([C:3]3[C:4](=[O:18])[C@@:5]([CH3:17])([CH2:12][CH2:13][CH:14]([CH3:16])[CH3:15])[C:6]4[C:11]([C:2]=3[OH:1])=[CH:10][CH:9]=[CH:8][CH:7]=4)=[N:20][S:21](=[O:38])(=[O:37])[C:22]=2[CH:28]=1. (5) Reactant: Cl.[NH2:2][CH2:3][CH2:4][N:5]1[C:9]2[CH:10]=[CH:11][C:12]([C:14]3[O:15][C:16]4[CH:22]=[CH:21][CH:20]=[CH:19][C:17]=4[N:18]=3)=[CH:13][C:8]=2[N:7]=[C:6]1[CH3:23].[C:24]1(=[O:30])[O:29][C:27](=[O:28])[CH2:26][CH2:25]1.C(N(CC)CC)C.C(Cl)(Cl)Cl. The catalyst class is: 6. Product: [O:30]=[C:24]([NH:2][CH2:3][CH2:4][N:5]1[C:9]2[CH:10]=[CH:11][C:12]([C:14]3[O:15][C:16]4[CH:22]=[CH:21][CH:20]=[CH:19][C:17]=4[N:18]=3)=[CH:13][C:8]=2[N:7]=[C:6]1[CH3:23])[CH2:25][CH2:26][C:27]([OH:29])=[O:28]. (6) Reactant: [CH3:1][C:2]1[C:7]([CH3:8])=[C:6]([N:9]2[CH2:14][CH2:13][CH:12]([NH:15][CH3:16])[CH2:11][CH2:10]2)[N:5]=[N:4][C:3]=1[C:17]1[CH:24]=[CH:23][C:20]([C:21]#[N:22])=[CH:19][CH:18]=1.C(N(CC)CC)C.[C:32]([C:34]1[CH:42]=[CH:41][C:37]([C:38]([Cl:40])=[O:39])=[CH:36][CH:35]=1)#[N:33].Cl. Product: [ClH:40].[C:32]([C:34]1[CH:42]=[CH:41][C:37]([C:38]([N:15]([CH:12]2[CH2:13][CH2:14][N:9]([C:6]3[N:5]=[N:4][C:3]([C:17]4[CH:18]=[CH:19][C:20]([C:21]#[N:22])=[CH:23][CH:24]=4)=[C:2]([CH3:1])[C:7]=3[CH3:8])[CH2:10][CH2:11]2)[CH3:16])=[O:39])=[CH:36][CH:35]=1)#[N:33]. The catalyst class is: 61. (7) Reactant: [CH:1]([C@@H:4]1[NH:28][C:27]2[O:29][C:24](=[N:25][N:26]=2)[CH2:23][CH2:22][CH2:21][CH2:20][CH2:19][C:18]2[CH:30]=[C:31]3[C:15](=[CH:16][CH:17]=2)[CH:14]=[CH:13][N:12]=[C:11]3[O:10][C@H:9]2[CH2:32][N:6]([C@H:7]([C:33]([O:35][CH3:36])=[O:34])[CH2:8]2)[C:5]1=[O:37])([CH3:3])[CH3:2].OS(C(F)(F)F)(=O)=O.[I:46]N1C(=O)CCC1=O.C([O-])(O)=O.[Na+]. Product: [I:46][C:14]1[C:15]2[C:31]3=[CH:30][C:18]([CH2:19][CH2:20][CH2:21][CH2:22][CH2:23][C:24]4[O:29][C:27]([NH:28][C@@H:4]([CH:1]([CH3:3])[CH3:2])[C:5](=[O:37])[N:6]5[CH2:32][C@H:9]([O:10][C:11]3=[N:12][CH:13]=1)[CH2:8][C@H:7]5[C:33]([O:35][CH3:36])=[O:34])=[N:26][N:25]=4)=[CH:17][CH:16]=2. The catalyst class is: 2. (8) Reactant: C(N(CC)CC)C.[Cl:8][C:9]1[C:10]([N:15]2[CH:19]([C:20]([O:22][CH2:23][CH3:24])=[O:21])[CH2:18][C:17](=[O:25])[NH:16]2)=[N:11][CH:12]=[CH:13][CH:14]=1.[C:26]1([S:32](Cl)(=[O:34])=[O:33])[CH:31]=[CH:30][CH:29]=[CH:28][CH:27]=1. Product: [Cl:8][C:9]1[C:10]([N:15]2[CH:19]([C:20]([O:22][CH2:23][CH3:24])=[O:21])[CH2:18][C:17]([O:25][S:32]([C:26]3[CH:31]=[CH:30][CH:29]=[CH:28][CH:27]=3)(=[O:34])=[O:33])=[N:16]2)=[N:11][CH:12]=[CH:13][CH:14]=1. The catalyst class is: 4.